Task: Predict the product of the given reaction.. Dataset: Forward reaction prediction with 1.9M reactions from USPTO patents (1976-2016) (1) Given the reactants [Cl:1][C:2]1[CH:3]=[C:4]([C:12]([OH:14])=O)[CH:5]=[N:6][C:7]=1[O:8][CH:9]([CH3:11])[CH3:10].CN(C(ON1N=NC2C=CC=NC1=2)=[N+](C)C)C.F[P-](F)(F)(F)(F)F.CCN(C(C)C)C(C)C.O[NH:49][C:50]([C:52]1[CH:53]=[C:54]2[C:58](=[CH:59][C:60]=1[O:61][CH3:62])[NH:57][N:56]=[CH:55]2)=[NH:51], predict the reaction product. The product is: [Cl:1][C:2]1[CH:3]=[C:4]([C:12]2[O:14][N:49]=[C:50]([C:52]3[CH:53]=[C:54]4[C:58](=[CH:59][C:60]=3[O:61][CH3:62])[NH:57][N:56]=[CH:55]4)[N:51]=2)[CH:5]=[N:6][C:7]=1[O:8][CH:9]([CH3:10])[CH3:11]. (2) Given the reactants [F:1][C:2]1([CH2:26][N:27]=[N+]=[N-])[CH2:7][CH2:6][N:5]([C:8]2[CH:13]=[CH:12][C:11]([N:14]3[CH2:18][C@H:17]([CH2:19][NH:20][C:21](=[O:23])[CH3:22])[O:16][C:15]3=[O:24])=[CH:10][C:9]=2[F:25])[CH2:4][CH2:3]1.C1(P(C2C=CC=CC=2)C2C=CC=CC=2)C=CC=CC=1.O, predict the reaction product. The product is: [F:1][C:2]1([CH2:26][NH2:27])[CH2:7][CH2:6][N:5]([C:8]2[CH:13]=[CH:12][C:11]([N:14]3[CH2:18][C@H:17]([CH2:19][NH:20][C:21](=[O:23])[CH3:22])[O:16][C:15]3=[O:24])=[CH:10][C:9]=2[F:25])[CH2:4][CH2:3]1. (3) Given the reactants Cl.[N:2]1[CH:7]=[CH:6][C:5]([C:8](=[NH:10])[NH2:9])=[CH:4][CH:3]=1.[Cl:11][C:12]([SH:15])(Cl)Cl.[OH-].[Na+], predict the reaction product. The product is: [Cl:11][C:12]1[S:15][N:9]=[C:8]([C:5]2[CH:6]=[CH:7][N:2]=[CH:3][CH:4]=2)[N:10]=1. (4) Given the reactants [C:1]1(/[CH:7]=[CH:8]/[CH2:9][CH2:10][CH2:11][C:12]#[C:13][C:14](=[O:16])[CH3:15])[CH:6]=[CH:5][CH:4]=[CH:3][CH:2]=1, predict the reaction product. The product is: [CH2:9]1[C:8]2=[CH:7][C:1]3[C:6]([C:13]([C:14](=[O:16])[CH3:15])=[C:12]2[CH2:11][CH2:10]1)=[CH:5][CH:4]=[CH:3][CH:2]=3. (5) The product is: [Cl:1][C:2]1[CH:7]=[CH:6][C:5]([C@H:8]2[C@H:13]([OH:14])[C@@H:12]([OH:15])[C@H:11]([OH:16])[C@@H:10]([CH2:17][OH:18])[O:9]2)=[CH:4][C:3]=1[CH2:19][C:20]1[CH:21]=[CH:22][C:23]([O:26][CH2:44][C:45]#[C:46][CH:47]2[CH2:49][CH2:48]2)=[CH:24][CH:25]=1. Given the reactants [Cl:1][C:2]1[CH:7]=[CH:6][C:5]([C@H:8]2[C@H:13]([OH:14])[C@@H:12]([OH:15])[C@H:11]([OH:16])[C@@H:10]([CH2:17][OH:18])[O:9]2)=[CH:4][C:3]=1[CH2:19][C:20]1[CH:25]=[CH:24][C:23]([OH:26])=[CH:22][CH:21]=1.C([O-])([O-])=O.[Cs+].[Cs+].CC1C=CC(S(O[CH2:44][C:45]#[C:46][CH:47]2[CH2:49][CH2:48]2)(=O)=O)=CC=1, predict the reaction product. (6) The product is: [C:2]([O:6][CH:7]1[CH2:12][CH2:11][N:10]([C:38]([C:34]2[CH:33]=[C:32]([CH2:31][C:24]3[C:25]4[C:30](=[CH:29][CH:28]=[CH:27][CH:26]=4)[C:21](=[O:20])[NH:22][N:23]=3)[CH:37]=[CH:36][N:35]=2)=[O:39])[CH2:9][CH2:8]1)([CH3:5])([CH3:3])[CH3:4]. Given the reactants Cl.[C:2]([O:6][CH:7]1[CH2:12][CH2:11][NH:10][CH2:9][CH2:8]1)([CH3:5])([CH3:4])[CH3:3].C(N(CC)CC)C.[O:20]=[C:21]1[C:30]2[C:25](=[CH:26][CH:27]=[CH:28][CH:29]=2)[C:24]([CH2:31][C:32]2[CH:37]=[CH:36][N:35]=[C:34]([C:38](O)=[O:39])[CH:33]=2)=[N:23][NH:22]1.F[P-](F)(F)(F)(F)F.N1(OC(N(C)C)=[N+](C)C)C2C=CC=CC=2N=N1, predict the reaction product. (7) Given the reactants [CH3:1][O:2][C:3](=[O:24])[NH:4][C:5]1[CH:10]=[CH:9][C:8]([O:11][CH:12]([CH3:14])[CH3:13])=[C:7]([CH2:15][NH:16]C(OC(C)(C)C)=O)[CH:6]=1.[F:25][C:26]([F:31])([F:30])[C:27]([OH:29])=[O:28], predict the reaction product. The product is: [F:25][C:26]([F:31])([F:30])[C:27]([OH:29])=[O:28].[NH2:16][CH2:15][C:7]1[CH:6]=[C:5]([NH:4][C:3](=[O:24])[O:2][CH3:1])[CH:10]=[CH:9][C:8]=1[O:11][CH:12]([CH3:14])[CH3:13].